From a dataset of Forward reaction prediction with 1.9M reactions from USPTO patents (1976-2016). Predict the product of the given reaction. (1) Given the reactants [F:1][C:2]1[C:11]([CH3:12])=[CH:10][CH:9]=[C:8]([C:13]2[CH:18]=[CH:17][CH:16]=[CH:15][N:14]=2)[C:3]=1[C:4]([O:6]C)=[O:5].[OH-].[Na+], predict the reaction product. The product is: [F:1][C:2]1[C:11]([CH3:12])=[CH:10][CH:9]=[C:8]([C:13]2[CH:18]=[CH:17][CH:16]=[CH:15][N:14]=2)[C:3]=1[C:4]([OH:6])=[O:5]. (2) Given the reactants [F:1][C:2]([F:16])([F:15])[O:3][C:4]1[CH:9]=[CH:8][C:7]([CH:10]=[CH:11][C:12]([OH:14])=O)=[CH:6][CH:5]=1.C1C=NC2N(O)N=NC=2C=1.CC(C)N=C=NC(C)C.Cl.Cl.[NH2:38][CH:39]1[CH2:47][CH2:46][C:42]2[NH:43][CH:44]=[N:45][C:41]=2[CH2:40]1.C(N(CC)CC)C, predict the reaction product. The product is: [NH:43]1[C:42]2[CH2:46][CH2:47][CH:39]([NH:38][C:12](=[O:14])[CH:11]=[CH:10][C:7]3[CH:6]=[CH:5][C:4]([O:3][C:2]([F:1])([F:16])[F:15])=[CH:9][CH:8]=3)[CH2:40][C:41]=2[N:45]=[CH:44]1. (3) Given the reactants Br[C:2]1[C:3]([C:14]2[S:15][CH:16]=[C:17]([C:19]3[CH:24]=[CH:23][CH:22]=[CH:21][N:20]=3)[N:18]=2)=[CH:4][C:5]([NH:8][C:9]([NH:11][CH2:12][CH3:13])=[O:10])=[N:6][CH:7]=1.CC1(C)C(C)(C)OB([C:33]2[CH:34]=[N:35][CH:36]=[C:37]([CH:43]=2)[C:38]([O:40][CH2:41][CH3:42])=[O:39])O1.C(=O)([O-])[O-].[Cs+].[Cs+], predict the reaction product. The product is: [CH2:12]([NH:11][C:9]([NH:8][C:5]1[N:6]=[CH:7][C:2]([C:33]2[CH:34]=[N:35][CH:36]=[C:37]([C:38]([O:40][CH2:41][CH3:42])=[O:39])[CH:43]=2)=[C:3]([C:14]2[S:15][CH:16]=[C:17]([C:19]3[CH:24]=[CH:23][CH:22]=[CH:21][N:20]=3)[N:18]=2)[CH:4]=1)=[O:10])[CH3:13]. (4) The product is: [CH2:1]([O:3][C:4](=[O:18])[CH:5]([O:15][CH2:16][CH3:17])[CH2:6][C:7]1[CH:12]=[CH:11][C:10]([O:13][CH2:36][CH2:35][C:21]2[N:22]=[C:23]([C:25]3[CH:30]=[CH:29][C:28]([C:31]([F:34])([F:32])[F:33])=[CH:27][CH:26]=3)[S:24][C:20]=2[CH3:19])=[C:9]([F:14])[CH:8]=1)[CH3:2]. Given the reactants [CH2:1]([O:3][C:4](=[O:18])[CH:5]([O:15][CH2:16][CH3:17])[CH2:6][C:7]1[CH:12]=[CH:11][C:10]([OH:13])=[C:9]([F:14])[CH:8]=1)[CH3:2].[CH3:19][C:20]1[S:24][C:23]([C:25]2[CH:30]=[CH:29][C:28]([C:31]([F:34])([F:33])[F:32])=[CH:27][CH:26]=2)=[N:22][C:21]=1[CH2:35][CH2:36]O.C1(P(C2C=CC=CC=2)C2C=CC=CC=2)C=CC=CC=1.N(C(OCC)=O)=NC(OCC)=O, predict the reaction product. (5) Given the reactants [Cl:1][C:2]1[CH:3]=[C:4]([NH:16][C:17]2[C:29]3[C:28]4[CH2:27][CH2:26][N:25]([C:30](=[O:36])[CH:31]=[CH:32][CH2:33][CH2:34][OH:35])[CH2:24][C:23]=4[S:22][C:21]=3[N:20]=[CH:19][N:18]=2)[CH:5]=[CH:6][C:7]=1[O:8][CH2:9][C:10]1[CH:15]=[CH:14][CH:13]=[CH:12][N:11]=1.C(N(CC)CC)C.[CH3:44][S:45](Cl)(=[O:47])=[O:46], predict the reaction product. The product is: [Cl:1][C:2]1[CH:3]=[C:4]([NH:16][C:17]2[C:29]3[C:28]4[CH2:27][CH2:26][N:25]([C:30](=[O:36])[CH:31]=[CH:32][CH2:33][CH2:34][O:35][S:45]([CH3:44])(=[O:47])=[O:46])[CH2:24][C:23]=4[S:22][C:21]=3[N:20]=[CH:19][N:18]=2)[CH:5]=[CH:6][C:7]=1[O:8][CH2:9][C:10]1[CH:15]=[CH:14][CH:13]=[CH:12][N:11]=1.